This data is from Peptide-MHC class I binding affinity with 185,985 pairs from IEDB/IMGT. The task is: Regression. Given a peptide amino acid sequence and an MHC pseudo amino acid sequence, predict their binding affinity value. This is MHC class I binding data. (1) The peptide sequence is AENDDVRST. The MHC is HLA-A02:06 with pseudo-sequence HLA-A02:06. The binding affinity (normalized) is 0.0160. (2) The peptide sequence is TTYDFLARK. The MHC is HLA-A33:01 with pseudo-sequence HLA-A33:01. The binding affinity (normalized) is 0.163. (3) The peptide sequence is RMLGDVMAV. The MHC is HLA-A02:01 with pseudo-sequence HLA-A02:01. The binding affinity (normalized) is 0.661. (4) The peptide sequence is EVHYSGINY. The MHC is HLA-B18:01 with pseudo-sequence HLA-B18:01. The binding affinity (normalized) is 0.0847. (5) The peptide sequence is GEIGIRNWL. The MHC is HLA-B35:01 with pseudo-sequence HLA-B35:01. The binding affinity (normalized) is 0.0847.